From a dataset of Full USPTO retrosynthesis dataset with 1.9M reactions from patents (1976-2016). Predict the reactants needed to synthesize the given product. (1) Given the product [CH3:1][O:2][C:3](=[O:46])[CH2:4][CH:5]([O:38][Si:39]([C:42]([CH3:44])([CH3:43])[CH3:45])([CH3:41])[CH3:40])[C:6]([CH3:36])([CH3:37])[C:7](=[O:35])[CH:8]([CH3:34])[CH:9]([O:33][Si:54]([CH2:57][CH3:58])([CH2:55][CH3:56])[CH2:52][CH3:53])[CH:10]([CH3:32])[CH2:11][CH2:12][CH2:13][C:14]([CH3:31])=[CH:15][CH2:16][CH:17]([O:27][C:28](=[O:30])[CH3:29])[C:18]([CH3:26])=[CH:19][C:20]1[N:21]=[C:22]([CH3:25])[S:23][CH:24]=1, predict the reactants needed to synthesize it. The reactants are: [CH3:1][O:2][C:3](=[O:46])[CH2:4][CH:5]([O:38][Si:39]([C:42]([CH3:45])([CH3:44])[CH3:43])([CH3:41])[CH3:40])[C:6]([CH3:37])([CH3:36])[C:7](=[O:35])[CH:8]([CH3:34])[CH:9]([OH:33])[CH:10]([CH3:32])[CH2:11][CH2:12][CH2:13][C:14]([CH3:31])=[CH:15][CH2:16][CH:17]([O:27][C:28](=[O:30])[CH3:29])[C:18]([CH3:26])=[CH:19][C:20]1[N:21]=[C:22]([CH3:25])[S:23][CH:24]=1.N1C=CN=C1.[CH2:52]([Si:54](Cl)([CH2:57][CH3:58])[CH2:55][CH3:56])[CH3:53]. (2) Given the product [Cl:1][C:2]1[CH:3]=[C:4]([NH:9][C:10]2[C:15]([C:16]#[N:17])=[CH:14][N:13]=[C:12]3[S:18][C:19]4[CH2:20][N:21]([C:31](=[O:32])/[CH:30]=[CH:29]/[CH2:28][N:27]([CH3:34])[CH3:26])[CH2:22][CH2:23][C:24]=4[C:11]=23)[CH:5]=[CH:6][C:7]=1[F:8], predict the reactants needed to synthesize it. The reactants are: [Cl:1][C:2]1[CH:3]=[C:4]([NH:9][C:10]2[C:15]([C:16]#[N:17])=[CH:14][N:13]=[C:12]3[S:18][C:19]4[CH2:20][NH:21][CH2:22][CH2:23][C:24]=4[C:11]=23)[CH:5]=[CH:6][C:7]=1[F:8].Cl.[CH3:26][N:27]([CH3:34])[CH2:28]/[CH:29]=[CH:30]/[C:31](O)=[O:32]. (3) Given the product [OH:1][C@H:2]([C@@H:18]([NH:26][C:27](=[O:47])[C@@H:28]([N:33]1[CH2:37][CH2:36][N:35]([CH2:38][C:39]2[CH:44]=[CH:43][CH:42]=[C:41]([CH3:45])[N:40]=2)[C:34]1=[O:46])[C@@H:29]([CH3:32])[CH2:30][CH3:31])[CH2:19][C:20]1[CH:25]=[CH:24][CH:23]=[CH:22][CH:21]=1)[CH2:3][N:4]([CH2:48][CH2:49][CH:50]([CH3:52])[CH3:51])[NH:5][C:6]([C@@H:8]([NH:13][C:14](=[O:17])[O:15][CH3:16])[C@@H:9]([CH3:12])[CH2:10][CH3:11])=[O:7], predict the reactants needed to synthesize it. The reactants are: [OH:1][C@H:2]([C@@H:18]([NH:26][C:27](=[O:47])[C@@H:28]([N:33]1[CH2:37][CH2:36][N:35]([CH2:38][C:39]2[CH:44]=[CH:43][CH:42]=[C:41]([CH3:45])[N:40]=2)[C:34]1=[O:46])[C@@H:29]([CH3:32])[CH2:30][CH3:31])[CH2:19][C:20]1[CH:25]=[CH:24][CH:23]=[CH:22][CH:21]=1)[CH2:3][NH:4][NH:5][C:6]([C@@H:8]([NH:13][C:14](=[O:17])[O:15][CH3:16])[C@@H:9]([CH3:12])[CH2:10][CH3:11])=[O:7].[CH:48](=O)[CH2:49][CH:50]([CH3:52])[CH3:51].C(O)(=O)C.C(O[BH-](OC(=O)C)OC(=O)C)(=O)C.[Na+]. (4) The reactants are: [C:1]([NH:4][C:5]1[S:6][C:7]([C:11]2[O:15][C:14]([C:16]([OH:18])=O)=[CH:13][CH:12]=2)=[C:8]([CH3:10])[N:9]=1)(=[O:3])[CH3:2].CN(C(ON1N=NC2C=CC=CC1=2)=[N+](C)C)C.[B-](F)(F)(F)F.CCN(C(C)C)C(C)C.[CH:50]1[CH:55]=[CH:54][C:53]([C@H:56]([NH2:59])[CH2:57][OH:58])=[CH:52][CH:51]=1. Given the product [C:1]([NH:4][C:5]1[S:6][C:7]([C:11]2[O:15][C:14]([C:16]([NH:59][C@H:56]([C:53]3[CH:54]=[CH:55][CH:50]=[CH:51][CH:52]=3)[CH2:57][OH:58])=[O:18])=[CH:13][CH:12]=2)=[C:8]([CH3:10])[N:9]=1)(=[O:3])[CH3:2], predict the reactants needed to synthesize it. (5) Given the product [Br:18][C:19]1[N:27]=[CH:26][CH:25]=[CH:24][C:20]=1[C:21]([N:5]([CH2:4][CH:1]1[CH2:3][CH2:2]1)[CH2:6][CH2:7][C:8]1[CH:13]=[CH:12][C:11]([O:14][CH3:15])=[C:10]([O:16][CH3:17])[CH:9]=1)=[O:22], predict the reactants needed to synthesize it. The reactants are: [CH:1]1([CH2:4][NH:5][CH2:6][CH2:7][C:8]2[CH:13]=[CH:12][C:11]([O:14][CH3:15])=[C:10]([O:16][CH3:17])[CH:9]=2)[CH2:3][CH2:2]1.[Br:18][C:19]1[N:27]=[CH:26][CH:25]=[CH:24][C:20]=1[C:21](O)=[O:22].